Predict the reactants needed to synthesize the given product. From a dataset of Full USPTO retrosynthesis dataset with 1.9M reactions from patents (1976-2016). (1) The reactants are: [OH:1][CH:2]([CH2:6][CH2:7][CH2:8][CH2:9][CH2:10][CH2:11][CH2:12][CH2:13][CH2:14][CH2:15][CH2:16][CH2:17][CH2:18][CH3:19])[C:3]([OH:5])=[O:4].[CH2:20](O)[CH2:21][OH:22].C1(C)C=CC(S(O)(=O)=O)=CC=1. Given the product [OH:1][CH:2]([CH2:6][CH2:7][CH2:8][CH2:9][CH2:10][CH2:11][CH2:12][CH2:13][CH2:14][CH2:15][CH2:16][CH2:17][CH2:18][CH3:19])[C:3]([O:5][CH2:20][CH2:21][OH:22])=[O:4], predict the reactants needed to synthesize it. (2) Given the product [NH:1]1[C:5]2=[N:6][CH:7]=[CH:8][C:9]([O:10][C:11]3[CH:16]=[CH:15][C:14]([NH:17][C:20]4[CH:25]=[C:24]([C:26]5[CH:31]=[CH:30][N:29]=[CH:28][CH:27]=5)[N:23]=[C:22]([NH2:32])[N:21]=4)=[CH:13][C:12]=3[F:18])=[C:4]2[CH2:3][CH2:2]1, predict the reactants needed to synthesize it. The reactants are: [NH:1]1[C:5]2=[N:6][CH:7]=[CH:8][C:9]([O:10][C:11]3[CH:16]=[CH:15][C:14]([NH2:17])=[CH:13][C:12]=3[F:18])=[C:4]2[CH2:3][CH2:2]1.Cl[C:20]1[CH:25]=[C:24]([C:26]2[CH:31]=[CH:30][N:29]=[CH:28][CH:27]=2)[N:23]=[C:22]([NH2:32])[N:21]=1. (3) Given the product [Cl:35][C:32]1[CH:33]=[CH:34][C:29]([C@@:17]2([C:27]#[N:28])[C@H:16]([CH2:37][C:38]([CH3:40])([CH3:41])[CH3:39])[NH:15][C@@H:14]([C:12]([NH:11][CH2:10][C:7]3[CH:8]=[CH:9][C:4]([C:3]([OH:44])=[O:2])=[C:5]([O:42][CH3:43])[CH:6]=3)=[O:13])[C@@H:18]2[C:19]2[CH:24]=[CH:23][CH:22]=[C:21]([Cl:25])[C:20]=2[F:26])=[C:30]([F:36])[CH:31]=1, predict the reactants needed to synthesize it. The reactants are: C[O:2][C:3](=[O:44])[C:4]1[CH:9]=[CH:8][C:7]([CH2:10][NH:11][C:12]([C@H:14]2[C@H:18]([C:19]3[CH:24]=[CH:23][CH:22]=[C:21]([Cl:25])[C:20]=3[F:26])[C@:17]([C:29]3[CH:34]=[CH:33][C:32]([Cl:35])=[CH:31][C:30]=3[F:36])([C:27]#[N:28])[C@H:16]([CH2:37][C:38]([CH3:41])([CH3:40])[CH3:39])[NH:15]2)=[O:13])=[CH:6][C:5]=1[O:42][CH3:43].C1COCC1.O.[OH-].[Li+].